From a dataset of Full USPTO retrosynthesis dataset with 1.9M reactions from patents (1976-2016). Predict the reactants needed to synthesize the given product. (1) Given the product [CH3:1][C:2]1[CH:3]=[CH:4][N:5]2[C:10]=1[C:9](=[O:11])[N:8]([C:12]1[CH:13]=[CH:14][CH:15]=[CH:16][CH:17]=1)[C:7]([C@@H:18]([NH:20][C:21]1[C:22]3[C:29]([C:30]#[C:31][C:32]4[CH:37]=[CH:36][CH:35]=[CH:34][CH:33]=4)=[CH:28][NH:27][C:23]=3[N:24]=[CH:25][N:26]=1)[CH3:19])=[N:6]2, predict the reactants needed to synthesize it. The reactants are: [CH3:1][C:2]1[CH:3]=[CH:4][N:5]2[C:10]=1[C:9](=[O:11])[N:8]([C:12]1[CH:17]=[CH:16][CH:15]=[CH:14][CH:13]=1)[C:7]([C@@H:18]([NH:20][C:21]1[C:22]3[C:29]([C:30]#[C:31][C:32]4[CH:37]=[CH:36][CH:35]=[CH:34][CH:33]=4)=[CH:28][N:27](COCC[Si](C)(C)C)[C:23]=3[N:24]=[CH:25][N:26]=1)[CH3:19])=[N:6]2.FC(F)(F)C(O)=O.N. (2) Given the product [I:18][C:19]1[N:20]=[C:21]([C@@H:25]2[CH2:29][CH2:28][CH2:27][N:26]2[C:30]([O:32][C:33]([CH3:36])([CH3:35])[CH3:34])=[O:31])[NH:22][CH:23]=1, predict the reactants needed to synthesize it. The reactants are: N1C=CN=C1[C@@H]1CCCN1C(OC(C)(C)C)=O.[I:18][C:19]1[N:20]=[C:21]([C@@H:25]2[CH2:29][CH2:28][CH2:27][N:26]2[C:30]([O:32][C:33]([CH3:36])([CH3:35])[CH3:34])=[O:31])[NH:22][C:23]=1I.P(C(C)(C)C)(C(C)(C)C)C(C)(C)C.N1CCCCC1.